This data is from Catalyst prediction with 721,799 reactions and 888 catalyst types from USPTO. The task is: Predict which catalyst facilitates the given reaction. Reactant: [CH3:1][CH:2]([CH3:32])[CH2:3][C:4]1[CH:9]=[CH:8][C:7]([C:10]2[O:14][N:13]=[C:12]([C:15]3[CH:16]=[C:17]4[C:21](=[CH:22][CH:23]=3)[CH:20]([N:24]3[CH2:27][CH:26]([C:28]([O:30]C)=[O:29])[CH2:25]3)[CH2:19][CH2:18]4)[N:11]=2)=[CH:6][CH:5]=1.[OH-].[Na+].[F:35][C:36]([F:41])([F:40])[C:37]([OH:39])=[O:38]. Product: [OH:39][C:37]([C:36]([F:41])([F:40])[F:35])=[O:38].[CH3:1][CH:2]([CH3:32])[CH2:3][C:4]1[CH:9]=[CH:8][C:7]([C:10]2[O:14][N:13]=[C:12]([C:15]3[CH:16]=[C:17]4[C:21](=[CH:22][CH:23]=3)[CH:20]([N:24]3[CH2:27][CH:26]([C:28]([OH:30])=[O:29])[CH2:25]3)[CH2:19][CH2:18]4)[N:11]=2)=[CH:6][CH:5]=1. The catalyst class is: 5.